Predict the reactants needed to synthesize the given product. From a dataset of Full USPTO retrosynthesis dataset with 1.9M reactions from patents (1976-2016). (1) Given the product [F:1][C:2]1[CH:3]=[C:4]2[C:8](=[CH:9][CH:10]=1)[N:7]([NH2:11])[CH2:6][C:5]2([CH3:14])[CH3:13], predict the reactants needed to synthesize it. The reactants are: [F:1][C:2]1[CH:3]=[C:4]2[C:8](=[CH:9][CH:10]=1)[N:7]([N:11]=O)[CH2:6][C:5]2([CH3:14])[CH3:13].[H-].[H-].[H-].[H-].[Li+].[Al+3]. (2) Given the product [Cl:5][CH2:6][CH2:7][CH2:8][O:9][C:10]1[C:11]([O:20][CH3:21])=[CH:12][C:13]([C:14]([O:16][CH3:17])=[O:15])=[C:18]([N+:1]([O-:4])=[O:2])[CH:19]=1, predict the reactants needed to synthesize it. The reactants are: [N+:1]([O-:4])(O)=[O:2].[Cl:5][CH2:6][CH2:7][CH2:8][O:9][C:10]1[CH:19]=[CH:18][C:13]([C:14]([O:16][CH3:17])=[O:15])=[CH:12][C:11]=1[O:20][CH3:21]. (3) Given the product [N:1]([CH2:6]/[CH:7]=[CH:8]/[C:9]([O:11][CH3:12])=[O:10])=[N+:2]=[N-:3], predict the reactants needed to synthesize it. The reactants are: [N-:1]=[N+:2]=[N-:3].[Na+].Br[CH2:6]/[CH:7]=[CH:8]/[C:9]([O:11][CH3:12])=[O:10]. (4) Given the product [Cl:22][CH2:23][CH2:24][N:25]1[C:46]2[CH:47]=[CH:48][C:43]([S:3]([CH3:2])(=[O:20])=[O:19])=[CH:44][C:45]=2[CH2:49][N:27]([CH:37]([CH3:38])[CH3:39])[S:26]1(=[O:40])=[O:41], predict the reactants needed to synthesize it. The reactants are: C[C:2]1(C)CC2C=C(C=S(=O)=O)C=CC=2N(CC=C)[S:3]1(=[O:20])=[O:19].[Cl:22][CH2:23][CH2:24][N:25]1C2C=CC(SC)=CC=2C[N:27]([CH:37]([CH3:39])[CH3:38])[S:26]1(=[O:41])=[O:40].Cl[C:43]1[CH:48]=[CH:47][CH:46]=[C:45]([C:49](OO)=O)[CH:44]=1.[OH-].[Na+]. (5) The reactants are: [N:1]1[C:2]([CH2:10][N:11]([CH3:22])[C@@H:12]2[C:21]3[N:20]=[CH:19][CH:18]=[CH:17][C:16]=3[CH2:15][CH2:14][CH2:13]2)=[CH:3][N:4]2[CH:9]=[CH:8][CH:7]=[CH:6][C:5]=12.[NH:23]1[CH2:27][CH2:26][CH2:25][CH2:24]1.[CH2:28]=O.O. Given the product [CH3:22][N:11]([CH2:10][C:2]1[N:1]=[C:5]2[CH:6]=[CH:7][CH:8]=[CH:9][N:4]2[C:3]=1[CH2:28][N:23]1[CH2:27][CH2:26][CH2:25][CH2:24]1)[C@@H:12]1[C:21]2[N:20]=[CH:19][CH:18]=[CH:17][C:16]=2[CH2:15][CH2:14][CH2:13]1, predict the reactants needed to synthesize it. (6) Given the product [Br:21][C:22]1[CH:30]=[CH:29][C:25]([CH2:26][CH2:27][NH:28][C:5](=[O:6])[C:4]2[CH:8]=[CH:9][CH:10]=[CH:11][C:3]=2[C:2]([F:13])([F:12])[F:1])=[CH:24][CH:23]=1, predict the reactants needed to synthesize it. The reactants are: [F:1][C:2]([F:13])([F:12])[C:3]1[CH:11]=[CH:10][CH:9]=[CH:8][C:4]=1[C:5](Cl)=[O:6].C(N(CC)CC)C.[Br:21][C:22]1[CH:30]=[CH:29][C:25]([CH2:26][CH2:27][NH2:28])=[CH:24][CH:23]=1. (7) Given the product [C:26]([N:30]1[CH2:35][CH2:34][CH:33]([O:36][C:37]2[CH:42]=[CH:41][C:40]([N:43]3[CH:47]=[C:46]([C:48]#[N:50])[N:45]=[N:44]3)=[CH:39][CH:38]=2)[CH2:32][CH2:31]1)([CH3:29])([CH3:27])[CH3:28], predict the reactants needed to synthesize it. The reactants are: C1(N2CCC(OC3C=CC(N4C=C(C(N)=O)N=N4)=CC=3)CC2)CCC1.[C:26]([N:30]1[CH2:35][CH2:34][CH:33]([O:36][C:37]2[CH:42]=[CH:41][C:40]([N:43]3[CH:47]=[C:46]([C:48]([NH2:50])=O)[N:45]=[N:44]3)=[CH:39][CH:38]=2)[CH2:32][CH2:31]1)([CH3:29])([CH3:28])[CH3:27]. (8) Given the product [C:26]([C:2]1[N:3]=[C:4]([NH2:25])[C:5]2[N:6]=[C:7]([NH:20][CH2:21][CH2:22][CH2:23][CH3:24])[N:8]([C:18]=2[N:19]=1)[C@@H:9]1[O:17][C@H:14]([CH2:15][OH:16])[C@@H:12]([OH:13])[C@H:10]1[OH:11])#[C:27][CH2:28][CH2:29][CH2:30][CH3:31], predict the reactants needed to synthesize it. The reactants are: I[C:2]1[N:3]=[C:4]([NH2:25])[C:5]2[N:6]=[C:7]([NH:20][CH2:21][CH2:22][CH2:23][CH3:24])[N:8]([C:18]=2[N:19]=1)[C@@H:9]1[O:17][C@H:14]([CH2:15][OH:16])[C@@H:12]([OH:13])[C@H:10]1[OH:11].[CH:26]#[C:27][CH2:28][CH2:29][CH2:30][CH3:31]. (9) Given the product [Cl:1][C:2]1[CH:7]=[CH:6][C:5]([S:8]([N:11]2[CH:16]=[CH:15][C:14](=[O:17])[C:13](=[CH:23][N:24]([CH3:26])[CH3:25])[CH:12]2[C:18]([O:20][CH2:21][CH3:22])=[O:19])(=[O:9])=[O:10])=[CH:4][CH:3]=1, predict the reactants needed to synthesize it. The reactants are: [Cl:1][C:2]1[CH:7]=[CH:6][C:5]([S:8]([N:11]2[CH:16]=[CH:15][C:14](=[O:17])[CH2:13][CH:12]2[C:18]([O:20][CH2:21][CH3:22])=[O:19])(=[O:10])=[O:9])=[CH:4][CH:3]=1.[CH3:23][N:24]([CH:26](OC)OC)[CH3:25].